From a dataset of Forward reaction prediction with 1.9M reactions from USPTO patents (1976-2016). Predict the product of the given reaction. (1) Given the reactants [C:1]([O:5][C:6]([N:8]([CH2:17][CH2:18][CH:19]=[CH2:20])[NH:9][C:10]([O:12][C:13]([CH3:16])([CH3:15])[CH3:14])=[O:11])=[O:7])([CH3:4])([CH3:3])[CH3:2].[CH3:21][CH2:22][C:23]([O-])(C)C.[Na+].C(Br)C=C.O, predict the reaction product. The product is: [C:1]([O:5][C:6]([N:8]([CH2:17][CH2:18][CH:19]=[CH2:20])[N:9]([CH2:23][CH:22]=[CH2:21])[C:10]([O:12][C:13]([CH3:16])([CH3:15])[CH3:14])=[O:11])=[O:7])([CH3:4])([CH3:3])[CH3:2]. (2) Given the reactants [CH3:1][C:2]1[C:11]([CH3:12])=[C:10]([O:13]C(C2CC2)=O)[C:9]2[C:4](=[CH:5][CH:6]=[C:7]([F:20])[C:8]=2[F:19])[N:3]=1.[OH-].[Na+].O.Cl, predict the reaction product. The product is: [CH3:1][C:2]1[C:11]([CH3:12])=[C:10]([OH:13])[C:9]2[C:4](=[CH:5][CH:6]=[C:7]([F:20])[C:8]=2[F:19])[N:3]=1. (3) Given the reactants C#C.ClC(Cl)C.Cl[Sn](Cl)(Cl)Cl.N([CH2:21][CH2:22][CH2:23][CH3:24])([CH2:21][CH2:22][CH2:23][CH3:24])[CH2:21][CH2:22][CH2:23][CH3:24].[Cl:25][C:26]1[CH:31]=[CH:30]C=C[C:27]=1[OH:32].C([O-])([O-])=O.[K+].[K+].OS([O-])(=O)=O.[K+], predict the reaction product. The product is: [Cl:25][C:26]1[CH:31]=[CH:30][CH:21]=[C:22]([CH:23]=[CH2:24])[C:27]=1[OH:32]. (4) Given the reactants [N:1]([O-:3])=O.[Na+].[Br:5][CH2:6][C:7](=[O:14])[CH2:8][C:9]([O:11][CH2:12][CH3:13])=[O:10], predict the reaction product. The product is: [Br:5][CH2:6][C:7](=[O:14])[C:8](=[N:1][OH:3])[C:9]([O:11][CH2:12][CH3:13])=[O:10]. (5) Given the reactants [CH3:1][C:2]([C:5]1[CH:10]=[CH:9][C:8]([CH2:11][N:12]2[C:17](=[O:18])[CH2:16][C:15](=[O:19])[N:14]([C:20]3[CH:21]=[N:22][CH:23]=[CH:24][CH:25]=3)[C:13]2=[O:26])=[CH:7][CH:6]=1)([CH3:4])[CH3:3].C(N(C(C)C)CC)(C)C.[N:36]([CH2:39][C:40]([O:42]CC)=[O:41])=[C:37]=[O:38], predict the reaction product. The product is: [CH3:4][C:2]([C:5]1[CH:6]=[CH:7][C:8]([CH2:11][N:12]2[C:17](=[O:18])[C:16]([C:37]([NH:36][CH2:39][C:40]([OH:42])=[O:41])=[O:38])=[C:15]([OH:19])[N:14]([C:20]3[CH:21]=[N:22][CH:23]=[CH:24][CH:25]=3)[C:13]2=[O:26])=[CH:9][CH:10]=1)([CH3:1])[CH3:3].